Dataset: Experimentally validated miRNA-target interactions with 360,000+ pairs, plus equal number of negative samples. Task: Binary Classification. Given a miRNA mature sequence and a target amino acid sequence, predict their likelihood of interaction. (1) Result: 0 (no interaction). The miRNA is hsa-miR-7852-3p with sequence UAUGUAGUAGUCAAAGGCAUUU. The protein sequence of the target gene is MALLWGLLVLSWSCLQGPCSVFSPVSAMEPLGRQLTSGPNQEQVSPLTLLKLGNQEPGGQTALKSPPGVCSRDPTPEQTHRLARAMMAFTADLFSLVAQTSTCPNLILSPLSVALALSHLALGAQNHTLQRLQQVLHAGSGPCLPHLLSRLCQDLGPGAFRLAARMYLQKGFPIKEDFLEQSEQLFGAKPVSLTGKQEDDLANINQWVKEATEGKIQEFLSGLPEDTVLLLLNAIHFQGFWRNKFDPSLTQRDSFHLDEQFTVPVEMMQARTYPLRWFLLEQPEIQVAHFPFKNNMSFVV.... (2) The miRNA is mmu-miR-96-5p with sequence UUUGGCACUAGCACAUUUUUGCU. The protein sequence of the target gene is MKLEVFVPRAAHGDKMGSDLEGAGSSDVPSPLSAAGDDSLGSDGDCAANSPAAGSGAGDLEGGGGERNSSGGPSAQDGPEATDDSRTQASAAGPCAGGVGGGEGARSKPYTRRPKPPYSYIALIAMAIRDSAGGRLTLAEINEYLMGKFPFFRGSYTGWRNSVRHNLSLNDCFVKVLRDPSRPWGKDNYWMLNPNSEYTFADGVFRRRRKRLSHRTTVSASGLRPEEAPPGPAGTPQPAPAARSSPIARSPARQEERSSPASKFSSSFAIDSILSKPFRSRRDGDSALGVQLPWGAAPCP.... Result: 1 (interaction). (3) The miRNA is hsa-miR-4464 with sequence AAGGUUUGGAUAGAUGCAAUA. The protein sequence of the target gene is MGPRKKSAKVCVMDSEVAEEMTADEEKDYMNQLSHEVLCHIFRYLPLQDIMCMECLSRKLKEAVTLYLRVVRVVDLCAGRWWEYMPSGFTDSSFLTLLKKMPDVEQLYGLHPRYLERRRVRGQEAFSIPGVLEALQACPNLVGVETSHLELVESIWTYMPHVHILGKFRNRNGAFPIPPENKLKIPIGAKIQTLHLVGVNVPEIPCIPMLRHLYMKWVRLTKPQPFKDFLCISLRTFVMRNCAGPTNSLKYVPLVTGLASARNLEHLEMVRVPFLGGLIQHVVEDSWRSGGFRNLHTIVL.... Result: 0 (no interaction). (4) The miRNA is hsa-miR-3924 with sequence AUAUGUAUAUGUGACUGCUACU. The protein sequence of the target gene is MRLSSSPPRGPQQLSSFGSVDWLSQSSCSGPTHTPRPADFSLGSLPGPGQTSGAREPPQAVSIKEAAGSSNLPAPERTMAGLSKEPNTLRAPRVRTAFTMEQVRTLEGVFQHHQYLSPLERKRLAREMQLSEVQIKTWFQNRRMKHKRQMQDPQLHSPFSGSLHAPPAFYSTSSGLANGLQLLCPWAPLSGPQALMLPPGSFWGLCQVAQEALASAGASCCGQPLASHPPTPGRPSLGPALSTGPRGLCAMPQTGDAF. Result: 1 (interaction). (5) Result: 0 (no interaction). The miRNA is hsa-miR-4535 with sequence GUGGACCUGGCUGGGAC. The protein sequence of the target gene is MASAADDSALGGQEERESFTIYHEGRELQLHWRGLPPLQRFPASRICSNAGGELLLLTTDHALYSAKLQANREHMDLQLLRTDVVDMDFCSGSQELFVVLTNGSVQRQATGSGRDVGHPHAWQTLGFDPLELHAEGVRIRRVCCSAQGVVFVGASGETYVMGSCGEVFKAEQQPRHMRLYEEGKELLDLAAGNEHFVMLVAPYNLADDALQLSVASAKEEPEDERASVKSISSGHSERSVAANTRHLLHQGYALLHTQLFTFGASNNGLLGSGDHIRRANVMRLQKLDSMGVCSIAAGLE....